From a dataset of Reaction yield outcomes from USPTO patents with 853,638 reactions. Predict the reaction yield, written as a fraction of the theoretical maximum amount of product (1.0 means a 100% yield; for example, 0.34 means a 34% yield). (1) The reactants are [C:1](Cl)(=[O:4])[CH:2]=[CH2:3].[CH3:6][N:7]([CH3:37])[CH:8]1[CH2:11][N:10]([C:12]2[CH:17]=[C:16]([O:18][CH3:19])[C:15]([NH:20][C:21]3[N:26]=[C:25]([C:27]4[CH:28]=[N:29][N:30]5[CH2:35][CH2:34][CH2:33][CH2:32][C:31]=45)[CH:24]=[CH:23][N:22]=3)=[CH:14][C:13]=2[NH2:36])[CH2:9]1. The catalyst is C(Cl)Cl. The product is [CH3:37][N:7]([CH3:6])[CH:8]1[CH2:9][N:10]([C:12]2[CH:17]=[C:16]([O:18][CH3:19])[C:15]([NH:20][C:21]3[N:26]=[C:25]([C:27]4[CH:28]=[N:29][N:30]5[CH2:35][CH2:34][CH2:33][CH2:32][C:31]=45)[CH:24]=[CH:23][N:22]=3)=[CH:14][C:13]=2[NH:36][C:1](=[O:4])[CH:2]=[CH2:3])[CH2:11]1. The yield is 0.460. (2) The reactants are [N:1]12[CH2:8][CH2:7][C:4]([C:9]([C:17]3[CH:22]=[CH:21][CH:20]=[CH:19][CH:18]=3)([C:11]3[CH:16]=[CH:15][CH:14]=[CH:13][CH:12]=3)[OH:10])([CH2:5][CH2:6]1)[CH2:3][CH2:2]2.CC#N.[C:26]1([O:32][CH2:33][CH2:34][Br:35])[CH:31]=[CH:30][CH:29]=[CH:28][CH:27]=1. The catalyst is C(OCC)(=O)C.CCCCCC. The product is [Br-:35].[OH:10][C:9]([C:17]1[CH:22]=[CH:21][CH:20]=[CH:19][CH:18]=1)([C:11]1[CH:12]=[CH:13][CH:14]=[CH:15][CH:16]=1)[C:4]12[CH2:5][CH2:6][N+:1]([CH2:34][CH2:33][O:32][C:26]3[CH:31]=[CH:30][CH:29]=[CH:28][CH:27]=3)([CH2:2][CH2:3]1)[CH2:8][CH2:7]2. The yield is 0.676. (3) The reactants are [CH2:1]([C:8]1[S:9][C:10]([C:13]2[CH:18]=[CH:17][C:16]([O:19]C)=[CH:15][CH:14]=2)=[CH:11][CH:12]=1)[C:2]1[CH:7]=[CH:6][CH:5]=[CH:4][CH:3]=1.B(Br)(Br)Br. No catalyst specified. The product is [CH2:1]([C:8]1[S:9][C:10]([C:13]2[CH:14]=[CH:15][C:16]([OH:19])=[CH:17][CH:18]=2)=[CH:11][CH:12]=1)[C:2]1[CH:3]=[CH:4][CH:5]=[CH:6][CH:7]=1. The yield is 0.990. (4) The reactants are [CH:1](B1OC(C)(C)C(C)(C)O1)=[CH2:2].Cl[C:13]1[C:14]([NH:26][CH2:27][C:28]2[O:29][CH:30]=[CH:31][CH:32]=2)=[N:15][C:16]([CH:23]2[CH2:25][CH2:24]2)=[N:17][C:18]=1[C:19]([O:21][CH3:22])=[O:20].[F-].[Cs+].ClCCl. The catalyst is C(COC)OC.O.C(OCC)(=O)C. The product is [CH:23]1([C:16]2[N:15]=[C:14]([NH:26][CH2:27][C:28]3[O:29][CH:30]=[CH:31][CH:32]=3)[C:13]([CH:1]=[CH2:2])=[C:18]([C:19]([O:21][CH3:22])=[O:20])[N:17]=2)[CH2:25][CH2:24]1. The yield is 0.520. (5) The reactants are C1(P(=O)(C2C=CC=CC=2)[CH2:8][C:9]2[C:10]([C:24]3[CH:29]=[CH:28][C:27]([F:30])=[CH:26][CH:25]=3)=[N:11][C:12]([N:18]([CH3:23])[S:19]([CH3:22])(=[O:21])=[O:20])=[N:13][C:14]=2[CH:15]([CH3:17])[CH3:16])C=CC=CC=1.[CH:38]([C@H:40]1[O:45][C:44]([CH3:47])([CH3:46])[O:43][C@@H:42]([CH2:48][C:49]([N:51]([O:53][CH3:54])[CH3:52])=[O:50])[CH2:41]1)=O.C[Si]([N-][Si](C)(C)C)(C)C.[Na+].[Cl-].[NH4+]. The catalyst is O1CCCC1.C(OCC)(=O)C.CCCCCC. The product is [CH3:23][N:18]([C:12]1[N:11]=[C:10]([C:24]2[CH:29]=[CH:28][C:27]([F:30])=[CH:26][CH:25]=2)[C:9](/[CH:8]=[CH:38]/[C@H:40]2[O:45][C:44]([CH3:47])([CH3:46])[O:43][C@@H:42]([CH2:48][C:49]([N:51]([O:53][CH3:54])[CH3:52])=[O:50])[CH2:41]2)=[C:14]([CH:15]([CH3:16])[CH3:17])[N:13]=1)[S:19]([CH3:22])(=[O:21])=[O:20]. The yield is 0.750. (6) The reactants are [Cl:1][C:2]1[N:6]2[CH:7]=[C:8]([C:15]3[O:16][CH:17]=[CH:18][CH:19]=3)[CH:9]=[C:10]([C:11]([F:14])([F:13])[F:12])[C:5]2=[N:4][C:3]=1[C:20]([OH:22])=O.[O:23]1[CH2:28][CH2:27][N:26]([C:29]2[CH:36]=[CH:35][C:32]([CH2:33][NH2:34])=[CH:31][CH:30]=2)[CH2:25][CH2:24]1.CN(C(ON1N=NC2C=CC=NC1=2)=[N+](C)C)C.F[P-](F)(F)(F)(F)F.C(N(C(C)C)CC)(C)C. The catalyst is CN(C=O)C.CCOC(C)=O. The product is [N:26]1([C:29]2[CH:30]=[CH:31][C:32]([CH2:33][NH:34][C:20]([C:3]3[N:4]=[C:5]4[C:10]([C:11]([F:13])([F:14])[F:12])=[CH:9][C:8]([C:15]5[O:16][CH:17]=[CH:18][CH:19]=5)=[CH:7][N:6]4[C:2]=3[Cl:1])=[O:22])=[CH:35][CH:36]=2)[CH2:27][CH2:28][O:23][CH2:24][CH2:25]1. The yield is 0.840. (7) The reactants are [CH:1]1([OH:7])[CH2:6][CH2:5][CH2:4][CH:3]=[CH:2]1.[C:8]([NH:11][C:12]1[CH:17]=[CH:16][CH:15]=[CH:14][C:13]=1O)(=[O:10])[CH3:9].C1(P(C2C=CC=CC=2)C2C=CC=CC=2)C=CC=CC=1.C(OC(=O)ON=NOC(=O)OCC)C. The catalyst is C1COCC1. The product is [CH:1]1([O:7][C:13]2[CH:14]=[CH:15][CH:16]=[CH:17][C:12]=2[NH:11][C:8](=[O:10])[CH3:9])[CH2:6][CH2:5][CH2:4][CH:3]=[CH:2]1. The yield is 0.190.